From a dataset of Full USPTO retrosynthesis dataset with 1.9M reactions from patents (1976-2016). Predict the reactants needed to synthesize the given product. (1) Given the product [CH2:1]([O:3][CH:4]([C:11]1[CH:12]=[CH:13][C:14]([O:17][CH2:25][C:24]2[CH:27]=[CH:28][CH:29]=[C:22]([O:21][CH:18]([CH3:20])[CH3:19])[CH:23]=2)=[CH:15][CH:16]=1)[CH2:5][C:6]([O:8][CH2:9][CH3:10])=[O:7])[CH3:2], predict the reactants needed to synthesize it. The reactants are: [CH2:1]([O:3][CH:4]([C:11]1[CH:16]=[CH:15][C:14]([OH:17])=[CH:13][CH:12]=1)[CH2:5][C:6]([O:8][CH2:9][CH3:10])=[O:7])[CH3:2].[CH:18]([O:21][C:22]1[CH:23]=[C:24]([CH:27]=[CH:28][CH:29]=1)[CH2:25]O)([CH3:20])[CH3:19].C1(P(C2C=CC=CC=2)C2C=CC=CC=2)C=CC=CC=1.C1(C)C=CC=CC=1.N(C(OCC)=O)=NC(OCC)=O. (2) Given the product [C:1]([O:5][C:6]([N:8]1[CH2:13][CH2:12][NH:11][CH2:10][CH:9]1[C:14]([O:16][CH2:17][CH3:18])=[O:15])=[O:7])([CH3:4])([CH3:3])[CH3:2], predict the reactants needed to synthesize it. The reactants are: [C:1]([O:5][C:6]([N:8]1[CH2:13][CH2:12][NH:11][CH:10]=[C:9]1[C:14]([O:16][CH2:17][CH3:18])=[O:15])=[O:7])([CH3:4])([CH3:3])[CH3:2]. (3) Given the product [CH3:12][O:11][C:9]1[CH:8]=[C:5]([CH:4]=[C:3]([O:2][CH3:1])[CH:10]=1)[C:6]([NH2:13])=[NH:7], predict the reactants needed to synthesize it. The reactants are: [CH3:1][O:2][C:3]1[CH:4]=[C:5]([CH:8]=[C:9]([O:11][CH3:12])[CH:10]=1)[C:6]#[N:7].[NH3:13]. (4) Given the product [CH3:1][N:2]([CH3:9])[CH:3]([CH2:7][CH2:6][S:5][S:23][C:18]1[CH:19]=[CH:20][CH:21]=[CH:22][N:17]=1)[C:4]([OH:10])=[O:8], predict the reactants needed to synthesize it. The reactants are: [CH3:1][N:2]([CH3:9])[CH:3]1[CH2:7][CH2:6][S:5][C:4]1=[O:8].[OH-:10].[Na+].OP(O)(O)=O.[N:17]1[CH:22]=[CH:21][CH:20]=[CH:19][C:18]=1[S:23][S:23][C:18]1[CH:19]=[CH:20][CH:21]=[CH:22][N:17]=1. (5) Given the product [NH:8]1[CH2:9][CH2:10][CH:11]([N:14]2[CH2:20][CH2:19][C:18]3[CH:21]=[CH:22][CH:23]=[CH:24][C:17]=3[NH:16][C:15]2=[O:25])[CH2:12][CH2:13]1, predict the reactants needed to synthesize it. The reactants are: C([N:8]1[CH2:13][CH2:12][CH:11]([N:14]2[CH2:20][CH2:19][C:18]3[CH:21]=[CH:22][CH:23]=[CH:24][C:17]=3[NH:16][C:15]2=[O:25])[CH2:10][CH2:9]1)C1C=CC=CC=1. (6) Given the product [NH2:30][C:18]1[CH:19]=[C:20]([N:23]2[CH2:24][CH2:25][N:26]([CH3:29])[CH2:27][CH2:28]2)[CH:21]=[CH:22][C:17]=1[C:16]([NH:15][C:9]1[C:8]2[C:12](=[CH:13][CH:14]=[C:6]([CH2:5][C:4]3[CH:34]=[C:35]([F:37])[CH:36]=[C:2]([F:1])[CH:3]=3)[CH:7]=2)[NH:11][N:10]=1)=[O:33], predict the reactants needed to synthesize it. The reactants are: [F:1][C:2]1[CH:3]=[C:4]([CH:34]=[C:35]([F:37])[CH:36]=1)[CH2:5][C:6]1[CH:7]=[C:8]2[C:12](=[CH:13][CH:14]=1)[NH:11][N:10]=[C:9]2[NH:15][C:16](=[O:33])[C:17]1[CH:22]=[CH:21][C:20]([N:23]2[CH2:28][CH2:27][N:26]([CH3:29])[CH2:25][CH2:24]2)=[CH:19][C:18]=1[N+:30]([O-])=O.C1CCCCC=1.